From a dataset of Forward reaction prediction with 1.9M reactions from USPTO patents (1976-2016). Predict the product of the given reaction. (1) Given the reactants [C:1]([OH:4])(=O)[CH3:2].N=C=N.[NH2:8][CH2:9][C:10]([NH:13][C:14]1[N:19]=[C:18]([N:20]2[C:29]3[C:24](=[CH:25][N:26]=[C:27]([C:30]4[CH:35]=[CH:34][CH:33]=[CH:32][CH:31]=4)[CH:28]=3)[CH2:23][CH2:22][CH2:21]2)[CH:17]=[CH:16][N:15]=1)([CH3:12])[CH3:11], predict the reaction product. The product is: [CH3:12][C:10]([NH:13][C:14]1[N:19]=[C:18]([N:20]2[C:29]3[C:24](=[CH:25][N:26]=[C:27]([C:30]4[CH:31]=[CH:32][CH:33]=[CH:34][CH:35]=4)[CH:28]=3)[CH2:23][CH2:22][CH2:21]2)[CH:17]=[CH:16][N:15]=1)([CH3:11])[CH2:9][NH:8][C:1](=[O:4])[CH3:2]. (2) Given the reactants [N:1]1[C:10]2[C:5](=[CH:6][CH:7]=[CH:8][CH:9]=2)[CH:4]=[CH:3][CH:2]=1.OB(O)[C:13]1[CH:14]=[C:15]([CH:19]=[CH:20][C:21]=1[F:22])[C:16]([OH:18])=[O:17].C([O-])([O-])=O.[Na+].[Na+].Cl.[CH2:31](O)[CH2:32][CH3:33], predict the reaction product. The product is: [F:22][C:21]1[CH:20]=[CH:19][C:15]([C:16]([OH:18])=[O:17])=[CH:14][C:13]=1[C:9]1[CH:8]=[C:7]([CH:32]([CH3:33])[CH3:31])[CH:6]=[C:5]2[C:10]=1[N:1]=[CH:2][CH:3]=[CH:4]2. (3) Given the reactants Br[CH2:2][CH2:3][CH2:4][N:5]1[C:13]2[CH:12]=[C:11]([C:14]3[CH:19]=[CH:18][C:17]([O:20][CH2:21][CH3:22])=[C:16]([C:23]([F:26])([F:25])[F:24])[CH:15]=3)[N:10]=[C:9]([C:27]#[N:28])[C:8]=2[N:7]=[CH:6]1.[NH:29]1[CH2:34][CH2:33][O:32][CH2:31][CH2:30]1, predict the reaction product. The product is: [CH2:21]([O:20][C:17]1[CH:18]=[CH:19][C:14]([C:11]2[N:10]=[C:9]([C:27]#[N:28])[C:8]3[N:7]=[CH:6][N:5]([CH2:4][CH2:3][CH2:2][N:29]4[CH2:34][CH2:33][O:32][CH2:31][CH2:30]4)[C:13]=3[CH:12]=2)=[CH:15][C:16]=1[C:23]([F:26])([F:25])[F:24])[CH3:22]. (4) The product is: [Cl:1][C:2]1[C:7]([C:8]([NH2:10])=[O:9])=[C:6]([OH:11])[C:5]([NH2:12])=[CH:4][CH:3]=1. Given the reactants [Cl:1][C:2]1[C:7]([C:8]([NH2:10])=[O:9])=[C:6]([OH:11])[C:5]([N+:12]([O-])=O)=[CH:4][CH:3]=1, predict the reaction product. (5) Given the reactants C(OC(=O)[NH:7][C:8]1[CH:12]=[C:11]([C:13](=[O:29])[NH:14][CH:15]2[CH2:20][CH2:19][CH2:18][CH2:17][CH:16]2[O:21][CH2:22][C:23]2[CH:28]=[CH:27][CH:26]=[CH:25][CH:24]=2)[N:10]([CH2:30][C:31](=[O:47])[NH:32][CH:33]2[CH2:38][CH2:37][CH2:36][CH2:35][CH:34]2[O:39][CH2:40][C:41]2[CH:46]=[CH:45][CH:44]=[CH:43][CH:42]=2)[N:9]=1)(C)(C)C.Cl.O1CCOCC1, predict the reaction product. The product is: [CH2:22]([O:21][CH:16]1[CH2:17][CH2:18][CH2:19][CH2:20][CH:15]1[NH:14][C:13]([C:11]1[N:10]([CH2:30][C:31](=[O:47])[NH:32][CH:33]2[CH2:38][CH2:37][CH2:36][CH2:35][CH:34]2[O:39][CH2:40][C:41]2[CH:46]=[CH:45][CH:44]=[CH:43][CH:42]=2)[N:9]=[C:8]([NH2:7])[CH:12]=1)=[O:29])[C:23]1[CH:24]=[CH:25][CH:26]=[CH:27][CH:28]=1.